Dataset: Forward reaction prediction with 1.9M reactions from USPTO patents (1976-2016). Task: Predict the product of the given reaction. (1) The product is: [C:13]([O:12][C:10]([NH:9][CH2:8][C@H:3]([NH:2][C:28]([C:26]1[C:25]([C:31]([F:34])([F:32])[F:33])=[N:24][N:23]([C:17]2[CH:22]=[CH:21][CH:20]=[CH:19][CH:18]=2)[CH:27]=1)=[O:29])[C:4]([O:6][CH3:7])=[O:5])=[O:11])([CH3:16])([CH3:15])[CH3:14]. Given the reactants Cl.[NH2:2][C@@H:3]([CH2:8][NH:9][C:10]([O:12][C:13]([CH3:16])([CH3:15])[CH3:14])=[O:11])[C:4]([O:6][CH3:7])=[O:5].[C:17]1([N:23]2[CH:27]=[C:26]([C:28](O)=[O:29])[C:25]([C:31]([F:34])([F:33])[F:32])=[N:24]2)[CH:22]=[CH:21][CH:20]=[CH:19][CH:18]=1.CCN=C=NCCCN(C)C.Cl.C1C=CC2N(O)N=NC=2C=1.O.C(N(CC)CC)C.Cl, predict the reaction product. (2) Given the reactants [F:1][C:2]1[CH:3]=[CH:4][C:5]([C:11]([F:14])([F:13])[F:12])=[C:6]([CH:10]=1)[C:7](Cl)=[O:8].[CH:15]1([CH2:18][CH2:19][NH:20][C:21]([C:23]2[N:24]=[N:25][C:26]([N:29]3[CH2:34][CH2:33][NH:32][CH2:31][CH2:30]3)=[CH:27][CH:28]=2)=[O:22])[CH2:17][CH2:16]1, predict the reaction product. The product is: [CH:15]1([CH2:18][CH2:19][NH:20][C:21]([C:23]2[N:24]=[N:25][C:26]([N:29]3[CH2:34][CH2:33][N:32]([C:7](=[O:8])[C:6]4[CH:10]=[C:2]([F:1])[CH:3]=[CH:4][C:5]=4[C:11]([F:14])([F:13])[F:12])[CH2:31][CH2:30]3)=[CH:27][CH:28]=2)=[O:22])[CH2:17][CH2:16]1. (3) Given the reactants C(OC([NH:8][C@H:9]([C:28](=[O:35])[N:29]1[CH2:34][CH2:33][CH2:32][CH2:31][CH2:30]1)[CH2:10][C:11]1[CH:12]=[C:13]([CH2:17][CH2:18][CH2:19]CC(OC(C)(C)C)=O)[CH:14]=[CH:15][CH:16]=1)=O)(C)(C)C.F[C:37](F)(F)[C:38]([OH:40])=[O:39].C(=O)([O-])[O-].[Na+].[Na+].[CH:49]1[C:61]2[CH:60]([CH2:62][O:63][C:64]([O:66]N3C(=O)CCC3=O)=O)[C:59]3[C:54](=[CH:55][CH:56]=[CH:57][CH:58]=3)[C:53]=2[CH:52]=[CH:51][CH:50]=1.Cl, predict the reaction product. The product is: [CH:58]1[C:59]2[CH:60]([CH2:62][O:63][C:64]([NH:8][C@H:9]([C:28](=[O:35])[N:29]3[CH2:34][CH2:33][CH2:32][CH2:31][CH2:30]3)[CH2:10][C:11]3[CH:12]=[C:13]([CH2:17][CH2:18][CH2:19][CH2:37][C:38]([OH:40])=[O:39])[CH:14]=[CH:15][CH:16]=3)=[O:66])[C:61]3[C:53](=[CH:52][CH:51]=[CH:50][CH:49]=3)[C:54]=2[CH:55]=[CH:56][CH:57]=1. (4) The product is: [C:27]([NH:31][S:32]([C:35]1[CH:36]=[CH:37][CH:38]=[C:39]([C:2]2[N:3]=[CH:4][N:5]([C:7]3[CH:12]=[C:11]([C:13]([F:14])([F:16])[F:15])[CH:10]=[C:9]([C:17]4[CH:18]=[CH:19][C:20]([C:23]([F:26])([F:25])[F:24])=[CH:21][CH:22]=4)[N:8]=3)[CH:6]=2)[CH:40]=1)(=[O:34])=[O:33])([CH3:30])([CH3:28])[CH3:29]. Given the reactants I[C:2]1[N:3]=[CH:4][N:5]([C:7]2[CH:12]=[C:11]([C:13]([F:16])([F:15])[F:14])[CH:10]=[C:9]([C:17]3[CH:22]=[CH:21][C:20]([C:23]([F:26])([F:25])[F:24])=[CH:19][CH:18]=3)[N:8]=2)[CH:6]=1.[C:27]([NH:31][S:32]([C:35]1[CH:36]=[C:37](B(O)O)[CH:38]=[CH:39][CH:40]=1)(=[O:34])=[O:33])([CH3:30])([CH3:29])[CH3:28], predict the reaction product.